This data is from Catalyst prediction with 721,799 reactions and 888 catalyst types from USPTO. The task is: Predict which catalyst facilitates the given reaction. (1) Reactant: [I:1][CH3:2].[F:3][C:4]1[CH:5]=[C:6]([NH:16][C:17]([NH2:19])=[S:18])[CH:7]=[CH:8][C:9]=1[N:10]1[CH:14]=[N:13][C:12]([CH3:15])=[N:11]1. Product: [IH:1].[F:3][C:4]1[CH:5]=[C:6]([NH:16][C:17]([S:18][CH3:2])=[NH:19])[CH:7]=[CH:8][C:9]=1[N:10]1[CH:14]=[N:13][C:12]([CH3:15])=[N:11]1. The catalyst class is: 8. (2) Reactant: [Li]CCCC.[CH3:6][Si:7]([C:10]#[CH:11])([CH3:9])[CH3:8].[CH3:12][O:13][C:14]1[CH:19]=[CH:18][CH:17]=[CH:16][C:15]=1[C:20]([C:22]1[CH:27]=[CH:26][CH:25]=[CH:24][C:23]=1[O:28][CH3:29])=[O:21]. Product: [CH3:29][O:28][C:23]1[CH:24]=[CH:25][CH:26]=[CH:27][C:22]=1[C:20]([C:15]1[CH:16]=[CH:17][CH:18]=[CH:19][C:14]=1[O:13][CH3:12])([OH:21])[C:11]#[C:10][Si:7]([CH3:9])([CH3:8])[CH3:6]. The catalyst class is: 1. (3) Reactant: C1C=CC2N(O)N=NC=2C=1.CCN(C(C)C)C(C)C.[Br:20][C:21]1[CH:29]=[CH:28][CH:27]=[CH:26][C:22]=1[C:23]([OH:25])=O.CCN=C=NCCCN(C)C.Cl.[C:42]([O:46][C:47]([N:49]1[CH2:54][CH2:53][NH:52][CH2:51][CH2:50]1)=[O:48])([CH3:45])([CH3:44])[CH3:43]. Product: [C:42]([O:46][C:47]([N:49]1[CH2:54][CH2:53][N:52]([C:23](=[O:25])[C:22]2[CH:26]=[CH:27][CH:28]=[CH:29][C:21]=2[Br:20])[CH2:51][CH2:50]1)=[O:48])([CH3:45])([CH3:43])[CH3:44]. The catalyst class is: 18. (4) Reactant: [F:1][C:2]1[CH:7]=[C:6]([N+:8]([O-:10])=[O:9])[CH:5]=[CH:4][C:3]=1[N:11]1[CH2:16][CH2:15][NH:14][CH2:13][CH2:12]1.[OH-].[Na+].Cl[C:20]([O:22][CH3:23])=[O:21].Cl. Product: [F:1][C:2]1[CH:7]=[C:6]([N+:8]([O-:10])=[O:9])[CH:5]=[CH:4][C:3]=1[N:11]1[CH2:16][CH2:15][N:14]([C:20]([O:22][CH3:23])=[O:21])[CH2:13][CH2:12]1. The catalyst class is: 225. (5) The catalyst class is: 2. Reactant: [F:1][C:2]1[CH:7]=[CH:6][C:5]([F:8])=[CH:4][C:3]=1[C@H:9]1[CH2:13][CH2:12][CH2:11][N:10]1[C:14]1[CH:19]=[CH:18][N:17]2[N:20]=[CH:21][C:22]([NH2:23])=[C:16]2[N:15]=1.[C:24](O[C:24](=[O:28])[CH:25]([CH3:27])[CH3:26])(=[O:28])[CH:25]([CH3:27])[CH3:26].N1C=CC=CC=1. Product: [F:1][C:2]1[CH:7]=[CH:6][C:5]([F:8])=[CH:4][C:3]=1[C@H:9]1[CH2:13][CH2:12][CH2:11][N:10]1[C:14]1[CH:19]=[CH:18][N:17]2[N:20]=[CH:21][C:22]([NH:23][C:24](=[O:28])[CH:25]([CH3:27])[CH3:26])=[C:16]2[N:15]=1. (6) Reactant: [NH:1]1[C:9]2[C:4](=[CH:5][CH:6]=[CH:7][CH:8]=2)[C:3]([CH2:10][C:11]2([C:21]([O:23]CC)=[O:22])[O:15][N:14]=[C:13]([C:16]([O:18]CC)=[O:17])[CH2:12]2)=[CH:2]1.O.[OH-].[Li+]. Product: [NH:1]1[C:9]2[C:4](=[CH:5][CH:6]=[CH:7][CH:8]=2)[C:3]([CH2:10][C:11]2([C:21]([OH:23])=[O:22])[O:15][N:14]=[C:13]([C:16]([OH:18])=[O:17])[CH2:12]2)=[CH:2]1. The catalyst class is: 40.